This data is from NCI-60 drug combinations with 297,098 pairs across 59 cell lines. The task is: Regression. Given two drug SMILES strings and cell line genomic features, predict the synergy score measuring deviation from expected non-interaction effect. (1) Drug 1: CCC1(CC2CC(C3=C(CCN(C2)C1)C4=CC=CC=C4N3)(C5=C(C=C6C(=C5)C78CCN9C7C(C=CC9)(C(C(C8N6C)(C(=O)OC)O)OC(=O)C)CC)OC)C(=O)OC)O.OS(=O)(=O)O. Drug 2: CC=C1C(=O)NC(C(=O)OC2CC(=O)NC(C(=O)NC(CSSCCC=C2)C(=O)N1)C(C)C)C(C)C. Cell line: CCRF-CEM. Synergy scores: CSS=21.8, Synergy_ZIP=1.22, Synergy_Bliss=2.33, Synergy_Loewe=-45.7, Synergy_HSA=-2.12. (2) Drug 1: C1=CC(=C2C(=C1NCCNCCO)C(=O)C3=C(C=CC(=C3C2=O)O)O)NCCNCCO. Drug 2: C1=C(C(=O)NC(=O)N1)N(CCCl)CCCl. Cell line: LOX IMVI. Synergy scores: CSS=49.3, Synergy_ZIP=-2.09, Synergy_Bliss=-2.77, Synergy_Loewe=2.21, Synergy_HSA=4.47. (3) Drug 1: C1CCC(C1)C(CC#N)N2C=C(C=N2)C3=C4C=CNC4=NC=N3. Drug 2: CC1=C2C(C(=O)C3(C(CC4C(C3C(C(C2(C)C)(CC1OC(=O)C(C(C5=CC=CC=C5)NC(=O)OC(C)(C)C)O)O)OC(=O)C6=CC=CC=C6)(CO4)OC(=O)C)O)C)O. Cell line: SK-MEL-5. Synergy scores: CSS=32.4, Synergy_ZIP=14.5, Synergy_Bliss=14.2, Synergy_Loewe=-33.4, Synergy_HSA=0.427. (4) Drug 1: C1CCC(C1)C(CC#N)N2C=C(C=N2)C3=C4C=CNC4=NC=N3. Drug 2: C1=NC2=C(N1)C(=S)N=CN2. Cell line: RPMI-8226. Synergy scores: CSS=-14.0, Synergy_ZIP=-8.09, Synergy_Bliss=-37.9, Synergy_Loewe=-79.4, Synergy_HSA=-41.4. (5) Drug 1: CC1=CC=C(C=C1)C2=CC(=NN2C3=CC=C(C=C3)S(=O)(=O)N)C(F)(F)F. Drug 2: CC(C)NC(=O)C1=CC=C(C=C1)CNNC.Cl. Cell line: HS 578T. Synergy scores: CSS=-1.91, Synergy_ZIP=1.69, Synergy_Bliss=3.77, Synergy_Loewe=-1.05, Synergy_HSA=-2.64. (6) Drug 1: C1=NC2=C(N1)C(=S)N=C(N2)N. Drug 2: CC1=C(C(=CC=C1)Cl)NC(=O)C2=CN=C(S2)NC3=CC(=NC(=N3)C)N4CCN(CC4)CCO. Cell line: MOLT-4. Synergy scores: CSS=70.8, Synergy_ZIP=-1.98, Synergy_Bliss=-0.685, Synergy_Loewe=-0.229, Synergy_HSA=0.0991. (7) Drug 1: CCC(=C(C1=CC=CC=C1)C2=CC=C(C=C2)OCCN(C)C)C3=CC=CC=C3.C(C(=O)O)C(CC(=O)O)(C(=O)O)O. Drug 2: CCC1(CC2CC(C3=C(CCN(C2)C1)C4=CC=CC=C4N3)(C5=C(C=C6C(=C5)C78CCN9C7C(C=CC9)(C(C(C8N6C)(C(=O)OC)O)OC(=O)C)CC)OC)C(=O)OC)O.OS(=O)(=O)O. Cell line: SN12C. Synergy scores: CSS=8.31, Synergy_ZIP=3.87, Synergy_Bliss=9.16, Synergy_Loewe=7.89, Synergy_HSA=8.25. (8) Drug 1: CC1OCC2C(O1)C(C(C(O2)OC3C4COC(=O)C4C(C5=CC6=C(C=C35)OCO6)C7=CC(=C(C(=C7)OC)O)OC)O)O. Drug 2: CC(C)NC(=O)C1=CC=C(C=C1)CNNC.Cl. Cell line: A498. Synergy scores: CSS=25.0, Synergy_ZIP=-2.32, Synergy_Bliss=1.04, Synergy_Loewe=-15.8, Synergy_HSA=-0.0218. (9) Drug 1: COC1=C(C=C2C(=C1)N=CN=C2NC3=CC(=C(C=C3)F)Cl)OCCCN4CCOCC4. Drug 2: COCCOC1=C(C=C2C(=C1)C(=NC=N2)NC3=CC=CC(=C3)C#C)OCCOC.Cl. Cell line: OVCAR-5. Synergy scores: CSS=53.7, Synergy_ZIP=-4.06, Synergy_Bliss=-2.89, Synergy_Loewe=-3.67, Synergy_HSA=0.526.